This data is from Catalyst prediction with 721,799 reactions and 888 catalyst types from USPTO. The task is: Predict which catalyst facilitates the given reaction. (1) Reactant: [CH2:1]([O:3][C:4](=[O:26])[CH2:5][N:6]1[C:14]2[CH2:13][CH2:12][CH2:11][CH:10]([NH:15][S:16]([C:19]3[CH:24]=[CH:23][CH:22]=[C:21]([NH2:25])[CH:20]=3)(=[O:18])=[O:17])[C:9]=2[CH:8]=[N:7]1)[CH3:2].[C:27](Cl)(=[O:34])[C:28]1[CH:33]=[CH:32][CH:31]=[CH:30][CH:29]=1.C(N(CC)CC)C. Product: [CH2:1]([O:3][C:4](=[O:26])[CH2:5][N:6]1[C:14]2[CH2:13][CH2:12][CH2:11][CH:10]([NH:15][S:16]([C:19]3[CH:24]=[CH:23][CH:22]=[C:21]([NH:25][C:27](=[O:34])[C:28]4[CH:33]=[CH:32][CH:31]=[CH:30][CH:29]=4)[CH:20]=3)(=[O:18])=[O:17])[C:9]=2[CH:8]=[N:7]1)[CH3:2]. The catalyst class is: 7. (2) Reactant: [CH:1]([N:4]1[C:9](=[O:10])[CH:8]=[CH:7][C:6]([C:11]2[C:12]([C:20]3[CH:25]=[CH:24][CH:23]=[CH:22][CH:21]=3)=[N:13][CH:14]=[C:15]([CH:19]=2)[C:16](N)=[O:17])=[N:5]1)([CH3:3])[CH3:2].[OH-].[Na+].CC[OH:30]. Product: [CH:1]([N:4]1[C:9](=[O:10])[CH:8]=[CH:7][C:6]([C:11]2[C:12]([C:20]3[CH:21]=[CH:22][CH:23]=[CH:24][CH:25]=3)=[N:13][CH:14]=[C:15]([CH:19]=2)[C:16]([OH:17])=[O:30])=[N:5]1)([CH3:3])[CH3:2]. The catalyst class is: 6. (3) Reactant: [Cl:1][C:2]1[N:7]=[C:6]([NH:8][CH2:9][CH:10]2[CH2:15][CH2:14][O:13][CH2:12][CH2:11]2)[CH:5]=[N:4][C:3]=1[I:16].[H-].[Na+].[C:19]([O:23][C:24](O[C:24]([O:23][C:19]([CH3:22])([CH3:21])[CH3:20])=[O:25])=[O:25])([CH3:22])([CH3:21])[CH3:20]. Product: [C:19]([O:23][C:24](=[O:25])[N:8]([C:6]1[CH:5]=[N:4][C:3]([I:16])=[C:2]([Cl:1])[N:7]=1)[CH2:9][CH:10]1[CH2:15][CH2:14][O:13][CH2:12][CH2:11]1)([CH3:22])([CH3:21])[CH3:20]. The catalyst class is: 163. (4) Reactant: Cl.[F:2][C@@H:3]1[CH2:7][NH:6][C@H:5]([C:8]([O:10][CH3:11])=[O:9])[CH2:4]1.CCN(C(C)C)C(C)C.Br[CH2:22][CH2:23][CH:24]=[CH2:25]. Product: [CH3:11][O:10][C:8]([C@@H:5]1[CH2:4][C@H:3]([F:2])[CH2:7][N:6]1[CH2:25][CH2:24][CH:23]=[CH2:22])=[O:9]. The catalyst class is: 10. (5) Reactant: [C:1]([O:4][CH2:5][CH:6]1[CH2:10][CH2:9][N:8]([C:11]2[C:16]([CH:17]=O)=[CH:15][C:14]([Br:19])=[CH:13][N:12]=2)[CH2:7]1)(=[O:3])[CH3:2].C1(P(C2C=CC=CC=2)(C2C=CC=CC=2)=[C:27]([CH3:35])[C:28]([O:30][C:31]([CH3:34])([CH3:33])[CH3:32])=[O:29])C=CC=CC=1.O. Product: [C:1]([O:4][CH2:5][CH:6]1[CH2:10][CH2:9][N:8]([C:11]2[C:16](/[CH:17]=[C:27](\[CH3:35])/[C:28]([O:30][C:31]([CH3:34])([CH3:33])[CH3:32])=[O:29])=[CH:15][C:14]([Br:19])=[CH:13][N:12]=2)[CH2:7]1)(=[O:3])[CH3:2]. The catalyst class is: 11. (6) Reactant: C(O[K])(C)(C)C.[CH2:7]([NH:9][C:10]([NH:12][C:13]1[S:14][C:15]2[C:21](/[C:22](/[CH3:26])=[N:23]/[O:24][CH3:25])=[CH:20][C:19]([C:27]3[CH:28]=[N:29][C:30]([N:33]4[CH2:38][CH2:37][C:36]([CH3:44])([C:39]([O:41]CC)=[O:40])[CH2:35][CH2:34]4)=[N:31][CH:32]=3)=[CH:18][C:16]=2[N:17]=1)=[O:11])[CH3:8]. Product: [CH2:7]([NH:9][C:10]([NH:12][C:13]1[S:14][C:15]2[C:21](/[C:22](/[CH3:26])=[N:23]/[O:24][CH3:25])=[CH:20][C:19]([C:27]3[CH:32]=[N:31][C:30]([N:33]4[CH2:38][CH2:37][C:36]([CH3:44])([C:39]([OH:41])=[O:40])[CH2:35][CH2:34]4)=[N:29][CH:28]=3)=[CH:18][C:16]=2[N:17]=1)=[O:11])[CH3:8]. The catalyst class is: 16. (7) Reactant: C([N:8]1[CH2:14][C:13]2[CH:15]=[CH:16][C:17]([F:24])=[C:18]([C:19]3[CH:23]=[CH:22][O:21][CH:20]=3)[C:12]=2[O:11][CH2:10][CH2:9]1)C1C=CC=CC=1.[Cl:25]C(OC(Cl)C)=O. Product: [ClH:25].[F:24][C:17]1[CH:16]=[CH:15][C:13]2[CH2:14][NH:8][CH2:9][CH2:10][O:11][C:12]=2[C:18]=1[C:19]1[CH:23]=[CH:22][O:21][CH:20]=1. The catalyst class is: 11. (8) Product: [N:23]1([CH2:22][C:21]([NH:20][C:11]2[CH:10]=[C:9]([NH:8][C:6](=[O:7])[C:5]3[CH:30]=[CH:31][C:2]([C:32]4[CH:37]=[CH:36][CH:35]=[CH:34][CH:33]=4)=[N:3][CH:4]=3)[CH:14]=[CH:13][C:12]=2[O:15][C:16]([F:19])([F:18])[F:17])=[O:29])[CH2:28][CH2:27][O:26][CH2:25][CH2:24]1. Reactant: Cl[C:2]1[CH:31]=[CH:30][C:5]([C:6]([NH:8][C:9]2[CH:14]=[CH:13][C:12]([O:15][C:16]([F:19])([F:18])[F:17])=[C:11]([NH:20][C:21](=[O:29])[CH2:22][N:23]3[CH2:28][CH2:27][O:26][CH2:25][CH2:24]3)[CH:10]=2)=[O:7])=[CH:4][N:3]=1.[C:32]1(B(O)O)[CH:37]=[CH:36][CH:35]=[CH:34][CH:33]=1.C(=O)([O-])[O-].[K+].[K+]. The catalyst class is: 149.